This data is from Reaction yield outcomes from USPTO patents with 853,638 reactions. The task is: Predict the reaction yield, written as a fraction of the theoretical maximum amount of product (1.0 means a 100% yield; for example, 0.34 means a 34% yield). (1) The reactants are [N+:1]([C:4]1[CH:9]=[CH:8][C:7]([C:10]#[C:11][Si:12]([CH3:15])([CH3:14])[CH3:13])=[CH:6][N:5]=1)([O-])=O.O.[Cl-].[NH4+]. The catalyst is O1CCCC1.[Fe]. The product is [CH3:13][Si:12]([C:11]#[C:10][C:7]1[CH:8]=[CH:9][C:4]([NH2:1])=[N:5][CH:6]=1)([CH3:14])[CH3:15]. The yield is 0.910. (2) The reactants are [F:1][C:2]([F:28])([F:27])[CH:3]([C:18]1[CH:23]=[C:22]([Cl:24])[C:21]([Cl:25])=[C:20]([Cl:26])[CH:19]=1)/[CH:4]=[CH:5]/[C:6]1[CH:11]=[CH:10][C:9]([CH2:12][NH2:13])=[C:8]([C:14]([F:17])([F:16])[F:15])[CH:7]=1.[N:29]1[CH:34]=[CH:33][CH:32]=[CH:31][C:30]=1[CH:35]=O.[BH4-].[Na+]. The catalyst is CO. The product is [N:29]1[CH:34]=[CH:33][CH:32]=[CH:31][C:30]=1[CH2:35][NH:13][CH2:12][C:9]1[CH:10]=[CH:11][C:6](/[CH:5]=[CH:4]/[CH:3]([C:18]2[CH:19]=[C:20]([Cl:26])[C:21]([Cl:25])=[C:22]([Cl:24])[CH:23]=2)[C:2]([F:1])([F:27])[F:28])=[CH:7][C:8]=1[C:14]([F:16])([F:17])[F:15]. The yield is 0.400. (3) The product is [CH2:8]([O:7][C:1](=[O:6])[CH2:2][C:3]([CH:24]1[CH2:25][C:23]1([F:29])[F:22])=[O:5])[CH3:9]. The yield is 0.430. The catalyst is C1COCC1.[Cl-].[Na+].O. The reactants are [C:1]([O:7][CH2:8][CH3:9])(=[O:6])[CH2:2][C:3]([O-:5])=O.C([Li])CCC.C([O-])(=O)CC([O-])=O.[F:22][C:23]1([F:29])[CH2:25][CH:24]1C(Cl)=O.[Mn]([O-])(=O)(=O)=O.[K+].C(=O)([O-])O.[Na+].